Dataset: Full USPTO retrosynthesis dataset with 1.9M reactions from patents (1976-2016). Task: Predict the reactants needed to synthesize the given product. (1) Given the product [CH2:1]([O:3][C:4](=[O:24])[C:5]1[CH:10]=[CH:9][CH:8]=[C:7]([S:11][C:12]2[C:20]3[C:15](=[CH:16][C:17]([Cl:22])=[C:18]([F:21])[CH:19]=3)[N:14]([C:26]3[CH:27]=[N:28][N:29]([CH2:31][CH2:32][CH3:33])[CH:30]=3)[C:13]=2[CH3:23])[CH:6]=1)[CH3:2], predict the reactants needed to synthesize it. The reactants are: [CH2:1]([O:3][C:4](=[O:24])[C:5]1[CH:10]=[CH:9][CH:8]=[C:7]([S:11][C:12]2[C:20]3[C:15](=[CH:16][C:17]([Cl:22])=[C:18]([F:21])[CH:19]=3)[NH:14][C:13]=2[CH3:23])[CH:6]=1)[CH3:2].Br[C:26]1[CH:27]=[N:28][N:29]([CH2:31][CH2:32][CH3:33])[CH:30]=1. (2) Given the product [CH:37]1([C:34]2[O:35][CH:36]=[C:32]([C:29]3[CH:30]=[CH:31][C:26]([S:25][C:22]4[CH:23]=[CH:24][C:19]([CH:17]([OH:18])[CH2:16][C:5]([NH:4][C:1](=[O:3])[CH3:2])([CH2:6][OH:7])[CH2:11][OH:12])=[CH:20][CH:21]=4)=[CH:27][CH:28]=3)[N:33]=2)[CH2:39][CH2:38]1, predict the reactants needed to synthesize it. The reactants are: [C:1]([NH:4][C:5]([CH2:16][C:17]([C:19]1[CH:24]=[CH:23][C:22]([S:25][C:26]2[CH:31]=[CH:30][C:29]([C:32]3[N:33]=[C:34]([CH:37]4[CH2:39][CH2:38]4)[O:35][CH:36]=3)=[CH:28][CH:27]=2)=[CH:21][CH:20]=1)=[O:18])([C:11](OCC)=[O:12])[C:6](OCC)=[O:7])(=[O:3])[CH3:2].OP([O-])([O-])=O.[K+].[K+].[BH4-].[Na+].[OH-].[Na+]. (3) Given the product [CH2:16]([NH:11][C:3]1[C:4]([Cl:10])=[N:5][C:6]([Br:9])=[C:7]([CH3:8])[C:2]=1[Br:1])[CH:15]=[CH2:14], predict the reactants needed to synthesize it. The reactants are: [Br:1][C:2]1[C:7]([CH3:8])=[C:6]([Br:9])[N:5]=[C:4]([Cl:10])[C:3]=1[NH2:11].[H-].[Na+].[CH2:14](Br)[CH:15]=[CH2:16]. (4) Given the product [Br:2][C:3]1[S:7][C:6]([CH2:8][NH:9][S:26]([CH2:25][C:19]2[CH:24]=[CH:23][CH:22]=[CH:21][CH:20]=2)(=[O:28])=[O:27])=[CH:5][CH:4]=1, predict the reactants needed to synthesize it. The reactants are: Cl.[Br:2][C:3]1[S:7][C:6]([CH2:8][NH2:9])=[CH:5][CH:4]=1.C(N(CC)C(C)C)(C)C.[C:19]1([CH2:25][S:26](Cl)(=[O:28])=[O:27])[CH:24]=[CH:23][CH:22]=[CH:21][CH:20]=1. (5) Given the product [CH3:20][O:21][C:3]1([C:5]2[CH:10]=[CH:9][C:8]([S:11][C:12]3[CH:17]=[CH:16][CH:15]=[CH:14][CH:13]=3)=[CH:7][CH:6]=2)[C:2]([CH3:19])([CH3:18])[O:4]1, predict the reactants needed to synthesize it. The reactants are: Br[C:2]([CH3:19])([CH3:18])[C:3]([C:5]1[CH:10]=[CH:9][C:8]([S:11][C:12]2[CH:17]=[CH:16][CH:15]=[CH:14][CH:13]=2)=[CH:7][CH:6]=1)=[O:4].[CH3:20][O-:21].[Na+].